This data is from Full USPTO retrosynthesis dataset with 1.9M reactions from patents (1976-2016). The task is: Predict the reactants needed to synthesize the given product. (1) Given the product [N:26]1([C:8]2[CH:7]=[C:6]([C:4](=[O:5])[CH2:3][Br:31])[CH:11]=[CH:10][C:9]=2[C:12](=[O:13])[C:14]2[CH:19]=[C:18]([O:20][CH3:21])[C:17]([O:22][CH3:23])=[C:16]([O:24][CH3:25])[CH:15]=2)[CH:30]=[N:29][CH:28]=[N:27]1, predict the reactants needed to synthesize it. The reactants are: C([O:3][C:4]([C:6]1[CH:11]=[CH:10][C:9]([C:12]([C:14]2[CH:19]=[C:18]([O:20][CH3:21])[C:17]([O:22][CH3:23])=[C:16]([O:24][CH3:25])[CH:15]=2)=[O:13])=[C:8]([N:26]2[CH:30]=[N:29][CH:28]=[N:27]2)[CH:7]=1)=[CH2:5])C.[Br:31]N1C(=O)CCC1=O. (2) Given the product [CH2:1]([O:8][C:9]1[CH:14]=[CH:13][C:12]([CH2:33][NH:30][C:31](=[O:28])[O:32][C:2]([CH3:7])([CH3:3])[CH3:1])=[C:11]([Cl:23])[CH:10]=1)[C:2]1[CH:3]=[CH:4][CH:5]=[CH:6][CH:7]=1, predict the reactants needed to synthesize it. The reactants are: [CH2:1]([O:8][C:9]1[CH:14]=[CH:13][C:12](NC(=O)OC(C)(C)C)=[C:11]([Cl:23])[CH:10]=1)[C:2]1[CH:7]=[CH:6][CH:5]=[CH:4][CH:3]=1.[H-].[Na+].IC.[OH2:28].C[N:30]([CH3:33])[CH:31]=[O:32]. (3) The reactants are: [F:1][C:2]1[CH:7]=[C:6]([N:8]2[C@H:12]([CH3:13])[CH2:11][CH2:10][S:9]2(=[O:15])=[O:14])[CH:5]=[CH:4][C:3]=1[C:16]([N:18]1[CH2:23][CH2:22][N:21]([C:24]2[C:29]([CH3:30])=[CH:28][C:27]([CH3:31])=[C:26]([CH3:32])[N:25]=2)[CH2:20][CH2:19]1)=[O:17].[ClH:33].C(OCC)(=O)C. Given the product [ClH:33].[F:1][C:2]1[CH:7]=[C:6]([N:8]2[C@H:12]([CH3:13])[CH2:11][CH2:10][S:9]2(=[O:15])=[O:14])[CH:5]=[CH:4][C:3]=1[C:16]([N:18]1[CH2:19][CH2:20][N:21]([C:24]2[C:29]([CH3:30])=[CH:28][C:27]([CH3:31])=[C:26]([CH3:32])[N:25]=2)[CH2:22][CH2:23]1)=[O:17], predict the reactants needed to synthesize it. (4) Given the product [OH:17][C:15]1[N:21]([CH3:20])[N:22]=[C:13]([CH2:12][N:3]2[C:2](=[O:1])[C:10]3[C:5](=[CH:6][CH:7]=[CH:8][CH:9]=3)[C:4]2=[O:11])[CH:14]=1, predict the reactants needed to synthesize it. The reactants are: [O:1]=[C:2]1[C:10]2[C:5](=[CH:6][CH:7]=[CH:8][CH:9]=2)[C:4](=[O:11])[N:3]1[CH2:12][C:13](=O)[CH2:14][C:15]([O:17]C)=O.[CH3:20][NH:21][NH2:22]. (5) Given the product [CH3:1][N:2]1[C:6]([CH3:7])=[CH:5][C:4]([C:8]2[CH:13]=[CH:12][CH:11]=[CH:10][CH:9]=2)=[C:3]1[C:14](=[O:18])[C:15]([NH:39][C:36]1[CH:35]=[CH:34][C:33]([N:30]2[CH2:31][CH2:32][N:27]([C:22]3[CH:21]=[C:20]([CH3:19])[CH:25]=[C:24]([CH3:26])[N:23]=3)[CH2:28][CH2:29]2)=[CH:38][CH:37]=1)=[O:16], predict the reactants needed to synthesize it. The reactants are: [CH3:1][N:2]1[C:6]([CH3:7])=[CH:5][C:4]([C:8]2[CH:13]=[CH:12][CH:11]=[CH:10][CH:9]=2)=[C:3]1[C:14](=[O:18])[C:15](Cl)=[O:16].[CH3:19][C:20]1[CH:25]=[C:24]([CH3:26])[N:23]=[C:22]([N:27]2[CH2:32][CH2:31][N:30]([C:33]3[CH:38]=[CH:37][C:36]([NH2:39])=[CH:35][CH:34]=3)[CH2:29][CH2:28]2)[CH:21]=1.C(N(CC)CC)C. (6) Given the product [Cl:1][C:2]1[CH:3]=[C:4]([CH:16]([CH:13]2[CH2:14][CH2:15][O:10][CH2:11][CH2:12]2)[OH:17])[CH:5]=[CH:6][CH:7]=1, predict the reactants needed to synthesize it. The reactants are: [Cl:1][C:2]1[CH:3]=[C:4]([Mg]Br)[CH:5]=[CH:6][CH:7]=1.[O:10]1[CH2:15][CH2:14][CH:13]([CH:16]=[O:17])[CH2:12][CH2:11]1. (7) Given the product [CH3:31][N:28]1[CH2:27][CH2:26][N:25]([C:23]([C:19]2[CH:18]=[C:17]([C:9]3[O:8][C:4]4=[N:5][CH:6]=[CH:7][C:2]([NH:72][CH2:73][CH2:74][N:75]5[CH2:80][CH2:79][N:78]([C:81]([O:83][C:84]([CH3:87])([CH3:86])[CH3:85])=[O:82])[CH2:77][CH2:76]5)=[C:3]4[C:10]=3[C:11]3[CH:16]=[CH:15][CH:14]=[CH:13][CH:12]=3)[CH:22]=[CH:21][CH:20]=2)=[O:24])[CH2:30][CH2:29]1.[CH3:31][N:28]1[CH2:27][CH2:26][N:25]([C:23]([C:19]2[CH:18]=[C:17]([C:9]3[O:8][C:4]4=[N:5][CH:6]=[CH:7][CH:2]=[C:3]4[C:10]=3[C:11]3[CH:16]=[CH:15][CH:14]=[CH:13][CH:12]=3)[CH:22]=[CH:21][CH:20]=2)=[O:24])[CH2:30][CH2:29]1, predict the reactants needed to synthesize it. The reactants are: Cl[C:2]1[CH:7]=[CH:6][N:5]=[C:4]2[O:8][C:9]([C:17]3[CH:18]=[C:19]([C:23]([N:25]4[CH2:30][CH2:29][N:28]([CH3:31])[CH2:27][CH2:26]4)=[O:24])[CH:20]=[CH:21][CH:22]=3)=[C:10]([C:11]3[CH:16]=[CH:15][CH:14]=[CH:13][CH:12]=3)[C:3]=12.C1(P(C2CCCCC2)C2C=CC=CC=2C2C(CCC)=CC(CCC)=CC=2CCC)CCCCC1.CC([O-])(C)C.[Na+].[NH2:72][CH2:73][CH2:74][N:75]1[CH2:80][CH2:79][N:78]([C:81]([O:83][C:84]([CH3:87])([CH3:86])[CH3:85])=[O:82])[CH2:77][CH2:76]1. (8) Given the product [F:1][C:2]1[CH:30]=[CH:29][C:5]([NH:6][C:7]2[CH:19]=[C:18]([N:20]3[C:28]4[C:23](=[CH:24][CH:25]=[CH:26][CH:27]=4)[CH2:22][CH2:21]3)[CH:17]=[CH:16][C:8]=2[C:9]([OH:11])=[O:10])=[CH:4][CH:3]=1, predict the reactants needed to synthesize it. The reactants are: [F:1][C:2]1[CH:30]=[CH:29][C:5]([NH:6][C:7]2[CH:19]=[C:18]([N:20]3[C:28]4[C:23](=[CH:24][CH:25]=[CH:26][CH:27]=4)[CH2:22][CH2:21]3)[CH:17]=[CH:16][C:8]=2[C:9]([O:11]C(C)(C)C)=[O:10])=[CH:4][CH:3]=1. (9) Given the product [C:1]1([CH:7]2[CH2:8][CH2:9][N:10]([CH:13]3[CH2:20][C:19]4([C:21]([OH:23])=[O:22])[CH:15]([CH2:16][CH2:17][CH2:18]4)[CH2:14]3)[CH2:11][CH2:12]2)[CH:6]=[CH:5][CH:4]=[CH:3][CH:2]=1, predict the reactants needed to synthesize it. The reactants are: [C:1]1([CH:7]2[CH2:12][CH2:11][N:10]([CH:13]3[CH2:20][C:19]4([C:21]([O:23]CC)=[O:22])[CH:15]([CH2:16][CH2:17][CH2:18]4)[CH2:14]3)[CH2:9][CH2:8]2)[CH:6]=[CH:5][CH:4]=[CH:3][CH:2]=1.[OH-].[Na+].